Dataset: Full USPTO retrosynthesis dataset with 1.9M reactions from patents (1976-2016). Task: Predict the reactants needed to synthesize the given product. (1) Given the product [CH3:35][S:36]([O:33][CH2:32][C@:18]12[CH2:19][C@H:20]1[C@:21]([C:24]1[CH:29]=[CH:28][CH:27]=[C:26]([F:30])[C:25]=1[F:31])([CH3:23])[N:22]=[C:16]([N:7]([C:6]([O:5][C:1]([CH3:2])([CH3:4])[CH3:3])=[O:34])[CH2:8][O:9][CH2:10][CH2:11][Si:12]([CH3:15])([CH3:14])[CH3:13])[S:17]2)(=[O:38])=[O:37], predict the reactants needed to synthesize it. The reactants are: [C:1]([O:5][C:6](=[O:34])[N:7]([C:16]1[S:17][C@:18]2([CH2:32][OH:33])[C@H:20]([C@:21]([C:24]3[CH:29]=[CH:28][CH:27]=[C:26]([F:30])[C:25]=3[F:31])([CH3:23])[N:22]=1)[CH2:19]2)[CH2:8][O:9][CH2:10][CH2:11][Si:12]([CH3:15])([CH3:14])[CH3:13])([CH3:4])([CH3:3])[CH3:2].[CH3:35][S:36](Cl)(=[O:38])=[O:37]. (2) The reactants are: [C:1](Cl)(=O)C(Cl)=O.[Cl:7][C:8]1[N:16]=[CH:15][CH:14]=[CH:13][C:9]=1[C:10]([OH:12])=[O:11].C(N(CC)CC)C.CO. Given the product [CH3:1][O:11][C:10](=[O:12])[C:9]1[CH:13]=[CH:14][CH:15]=[N:16][C:8]=1[Cl:7], predict the reactants needed to synthesize it. (3) Given the product [C:13]1([NH:19][N:20]=[CH:6][C:5]2[S:1][C:2]([C:8]3[S:9][CH:10]=[CH:11][CH:12]=3)=[CH:3][CH:4]=2)[CH:18]=[CH:17][CH:16]=[CH:15][CH:14]=1, predict the reactants needed to synthesize it. The reactants are: [S:1]1[C:5]([CH:6]=O)=[CH:4][CH:3]=[C:2]1[C:8]1[S:9][CH:10]=[CH:11][CH:12]=1.[C:13]1([NH:19][NH2:20])[CH:18]=[CH:17][CH:16]=[CH:15][CH:14]=1. (4) Given the product [OH:1][CH2:2][C:3]([CH3:37])([CH3:36])[CH2:4][NH:5][C:6]([C:8]1[C:16]2[C:11](=[N:12][CH:13]=[C:14]([C:17]3[C:25]4[C:20](=[CH:21][C:22]([F:26])=[CH:23][CH:24]=4)[N:19]([CH3:27])[N:18]=3)[N:15]=2)[NH:10][CH:9]=1)=[O:7], predict the reactants needed to synthesize it. The reactants are: [OH:1][CH2:2][C:3]([CH3:37])([CH3:36])[CH2:4][NH:5][C:6]([C:8]1[C:16]2[C:11](=[N:12][CH:13]=[C:14]([C:17]3[C:25]4[C:20](=[CH:21][C:22]([F:26])=[CH:23][CH:24]=4)[N:19]([CH3:27])[N:18]=3)[N:15]=2)[N:10](COCC[Si](C)(C)C)[CH:9]=1)=[O:7].FC(F)(F)C(O)=O.C(N)CN.O.